This data is from Forward reaction prediction with 1.9M reactions from USPTO patents (1976-2016). The task is: Predict the product of the given reaction. (1) The product is: [F:29][C:26]1[CH:27]=[CH:28][C:23]([C@H:16]2[NH:15][C@@H:19]([C@@H:20]([OH:22])[CH3:21])[CH2:18][CH2:17]2)=[CH:24][CH:25]=1. Given the reactants Cl.C(OCC)(=O)C.C(OC([N:15]1[C@@H:19]([C@@H:20]([OH:22])[CH3:21])[CH2:18][CH2:17][C@H:16]1[C:23]1[CH:28]=[CH:27][C:26]([F:29])=[CH:25][CH:24]=1)=O)(C)(C)C, predict the reaction product. (2) Given the reactants FC(F)(F)S([O:6][S:7]([C:10]([F:13])([F:12])[F:11])(=[O:9])=[O:8])(=O)=O.[CH3:16][C:17]1[CH:44]=[C:43]2[C:20]([CH2:21][CH2:22][C:23]3[C:24]2=[N:25][O:26][C:27]=3[C:28]2[C:32]([C:33]([F:36])([F:35])[F:34])=[C:31]([C:37]3[CH:42]=[CH:41][CH:40]=[CH:39][CH:38]=3)[O:30][N:29]=2)=[CH:19][C:18]=1O.CCCCCC, predict the reaction product. The product is: [F:13][C:10]([F:11])([F:12])[S:7]([O:6][C:18]1[CH:19]=[C:20]2[C:43](=[CH:44][C:17]=1[CH3:16])[C:24]1=[N:25][O:26][C:27]([C:28]3[C:32]([C:33]([F:34])([F:35])[F:36])=[C:31]([C:37]4[CH:42]=[CH:41][CH:40]=[CH:39][CH:38]=4)[O:30][N:29]=3)=[C:23]1[CH2:22][CH2:21]2)(=[O:8])=[O:9]. (3) Given the reactants [C@@H:1]12[O:6][C@@H:5]1[CH2:4][CH:3]([C:7]([O:9][CH3:10])=[O:8])[CH2:2]2.N1C=CC=CC=1.[FH:17], predict the reaction product. The product is: [F:17][C@H:1]1[C@H:5]([OH:6])[CH2:4][C@@H:3]([C:7]([O:9][CH3:10])=[O:8])[CH2:2]1.